From a dataset of Forward reaction prediction with 1.9M reactions from USPTO patents (1976-2016). Predict the product of the given reaction. Given the reactants [CH3:1][C:2]([N:4]([CH3:6])C)=O.[Li+].[Cl-].C([N:11]([CH2:14][CH3:15])CC)C.[CH3:16][C:17](N(C)C)=O.C(Cl)(=[O:36])CCCCCCCCCCCCC.[CH3:38][OH:39], predict the reaction product. The product is: [NH2:11][C@H:14]([C:38]([OH:36])=[O:39])[CH2:15][C:1]1[CH:2]=[N:4][CH:6]=[CH:17][CH:16]=1.